This data is from Full USPTO retrosynthesis dataset with 1.9M reactions from patents (1976-2016). The task is: Predict the reactants needed to synthesize the given product. (1) Given the product [CH3:23][O:22][CH:20]1[CH2:21][C:2]2[NH:6][C:5]([C:7]3[C:8]([CH3:18])=[CH:9][C:10]([CH3:17])=[C:11]([CH:16]=3)[C:12]([O:14][CH3:15])=[O:13])=[N:4][C:3]=2[CH2:19]1, predict the reactants needed to synthesize it. The reactants are: O[C:2]12[CH2:21][CH:20]([O:22][CH3:23])[CH2:19][CH:3]1[NH:4][C:5]([C:7]1[C:8]([CH3:18])=[CH:9][C:10]([CH3:17])=[C:11]([CH:16]=1)[C:12]([O:14][CH3:15])=[O:13])=[N:6]2.C1(C)C=CC(S(O)(=O)=O)=CC=1. (2) Given the product [Br:13][C:6]1[CH:7]=[CH:8][C:9]([N+:10]([O-:12])=[O:11])=[C:4]([CH:1]([OH:3])[CH3:2])[CH:5]=1, predict the reactants needed to synthesize it. The reactants are: [C:1]([C:4]1[CH:5]=[C:6]([Br:13])[CH:7]=[CH:8][C:9]=1[N+:10]([O-:12])=[O:11])(=[O:3])[CH3:2].[BH4-].[Na+].O.